This data is from Merck oncology drug combination screen with 23,052 pairs across 39 cell lines. The task is: Regression. Given two drug SMILES strings and cell line genomic features, predict the synergy score measuring deviation from expected non-interaction effect. (1) Drug 2: C=CCn1c(=O)c2cnc(Nc3ccc(N4CCN(C)CC4)cc3)nc2n1-c1cccc(C(C)(C)O)n1. Drug 1: COC12C(COC(N)=O)C3=C(C(=O)C(C)=C(N)C3=O)N1CC1NC12. Synergy scores: synergy=64.5. Cell line: UWB1289. (2) Drug 1: CCC1(O)CC2CN(CCc3c([nH]c4ccccc34)C(C(=O)OC)(c3cc4c(cc3OC)N(C)C3C(O)(C(=O)OC)C(OC(C)=O)C5(CC)C=CCN6CCC43C65)C2)C1. Drug 2: Cn1nnc2c(C(N)=O)ncn2c1=O. Cell line: UWB1289. Synergy scores: synergy=-15.1. (3) Drug 1: C=CCn1c(=O)c2cnc(Nc3ccc(N4CCN(C)CC4)cc3)nc2n1-c1cccc(C(C)(C)O)n1. Drug 2: COC1=C2CC(C)CC(OC)C(O)C(C)C=C(C)C(OC(N)=O)C(OC)C=CC=C(C)C(=O)NC(=CC1=O)C2=O. Cell line: UWB1289. Synergy scores: synergy=82.1. (4) Drug 1: COc1cccc2c1C(=O)c1c(O)c3c(c(O)c1C2=O)CC(O)(C(=O)CO)CC3OC1CC(N)C(O)C(C)O1. Drug 2: O=C(NOCC(O)CO)c1ccc(F)c(F)c1Nc1ccc(I)cc1F. Cell line: RPMI7951. Synergy scores: synergy=-9.30. (5) Drug 1: CCN(CC)CCNC(=O)c1c(C)[nH]c(C=C2C(=O)Nc3ccc(F)cc32)c1C. Drug 2: Cn1c(=O)n(-c2ccc(C(C)(C)C#N)cc2)c2c3cc(-c4cnc5ccccc5c4)ccc3ncc21. Cell line: EFM192B. Synergy scores: synergy=11.7.